From a dataset of Forward reaction prediction with 1.9M reactions from USPTO patents (1976-2016). Predict the product of the given reaction. (1) Given the reactants [CH2:1]([N:8]([CH3:21])[CH2:9][CH2:10][CH:11]1[CH2:19][CH2:18][CH2:17][C:16]2[N:15]([CH3:20])[CH:14]=[CH:13][C:12]1=2)[C:2]1[CH:7]=[CH:6][CH:5]=[CH:4][CH:3]=1.[C:22]([C:25]([OH:27])=[O:26])([OH:24])=[O:23].O.O, predict the reaction product. The product is: [C:25]([OH:27])(=[O:26])[C:22]([OH:24])=[O:23].[CH2:1]([N:8]([CH3:21])[CH2:9][CH2:10][CH:11]1[CH2:19][CH2:18][CH2:17][C:16]2[N:15]([CH3:20])[CH:14]=[CH:13][C:12]1=2)[C:2]1[CH:3]=[CH:4][CH:5]=[CH:6][CH:7]=1. (2) Given the reactants [Cl-].[Al+3].[Cl-].[Cl-].[Br:5][C:6]1[CH:11]=[CH:10][C:9]([O:12][CH2:13][CH2:14][C:15]([CH3:17])=[CH2:16])=[C:8]([Cl:18])[CH:7]=1.[OH-].[Na+], predict the reaction product. The product is: [Br:5][C:6]1[CH:11]=[C:10]2[C:9](=[C:8]([Cl:18])[CH:7]=1)[O:12][CH2:13][CH2:14][C:15]2([CH3:17])[CH3:16]. (3) Given the reactants [OH:1][CH:2]1[CH2:5][N:4]([C:6]([O:8][C:9]([CH3:12])([CH3:11])[CH3:10])=[O:7])[CH2:3]1.CC(C)([O-])C.[Na+].[C:19]([C:23]1[O:27]/[C:26](=[N:28]\[C:29](=[O:41])[C:30]2[CH:35]=[C:34]([C:36]([F:39])([F:38])[F:37])[CH:33]=[CH:32][C:31]=2F)/[N:25]([CH2:42][C@H:43]2[CH2:47][CH2:46][CH2:45][O:44]2)[CH:24]=1)([CH3:22])([CH3:21])[CH3:20], predict the reaction product. The product is: [C:19]([C:23]1[O:27]/[C:26](=[N:28]\[C:29]([C:30]2[CH:35]=[C:34]([C:36]([F:38])([F:37])[F:39])[CH:33]=[CH:32][C:31]=2[O:1][CH:2]2[CH2:3][N:4]([C:6]([O:8][C:9]([CH3:12])([CH3:11])[CH3:10])=[O:7])[CH2:5]2)=[O:41])/[N:25]([CH2:42][C@H:43]2[CH2:47][CH2:46][CH2:45][O:44]2)[CH:24]=1)([CH3:22])([CH3:20])[CH3:21]. (4) The product is: [N+:23](=[CH:26][C:9]([C:8]1[CH:12]=[CH:13][C:5]([Br:4])=[C:6]([F:14])[CH:7]=1)=[O:11])=[N-:30]. Given the reactants C(Cl)Cl.[Br:4][C:5]1[CH:13]=[CH:12][C:8]([C:9]([OH:11])=O)=[CH:7][C:6]=1[F:14].C(Cl)(=O)C(Cl)=O.C([N:23]([CH2:26]C)CC)C.C(#[N:30])C, predict the reaction product. (5) Given the reactants C(OC([N:8]1[CH2:11][CH:10]([CH2:12][N:13]2[CH2:18][CH2:17][CH2:16][CH2:15][CH2:14]2)[CH2:9]1)=O)(C)(C)C.C(O)(C(F)(F)F)=O.C(Cl)Cl.FC(F)(F)C(O)=O, predict the reaction product. The product is: [NH:8]1[CH2:9][CH:10]([CH2:12][N:13]2[CH2:14][CH2:15][CH2:16][CH2:17][CH2:18]2)[CH2:11]1. (6) Given the reactants [Br:1][C:2]1[CH:3]=[N:4][CH:5]=[C:6]([O:8][CH2:9][CH2:10][CH2:11][CH2:12]Br)[CH:7]=1.[OH:14][C:15]1[C:20]([CH3:21])=[C:19]([OH:22])[CH:18]=[CH:17][C:16]=1[C:23](=[O:28])[CH2:24][CH:25]([CH3:27])[CH3:26], predict the reaction product. The product is: [Br:1][C:2]1[CH:7]=[C:6]([O:8][CH2:9][CH2:10][CH2:11][CH2:12][O:22][C:19]2[CH:18]=[CH:17][C:16]([C:23](=[O:28])[CH2:24][CH:25]([CH3:27])[CH3:26])=[C:15]([OH:14])[C:20]=2[CH3:21])[CH:5]=[N:4][CH:3]=1.